Dataset: Reaction yield outcomes from USPTO patents with 853,638 reactions. Task: Predict the reaction yield, written as a fraction of the theoretical maximum amount of product (1.0 means a 100% yield; for example, 0.34 means a 34% yield). (1) The yield is 0.160. No catalyst specified. The product is [F:1][C:2]1[CH:7]=[C:6]([NH:8][C:9]([NH:11][CH2:12][CH2:13][OH:14])=[O:10])[CH:5]=[CH:4][C:3]=1[C:15]1[N:16]=[C:17]([N:29]2[CH2:30][CH2:31][O:32][CH2:33][CH2:34]2)[C:18]2[CH2:23][N:22]([C:24]([O:26][CH3:27])=[O:25])[CH2:21][C:19]=2[N:20]=1. The reactants are [F:1][C:2]1[CH:7]=[C:6]([NH:8][C:9]([NH:11][CH2:12][CH2:13][OH:14])=[O:10])[CH:5]=[CH:4][C:3]=1[C:15]1[N:16]=[C:17]([N:29]2[CH2:34][CH2:33][O:32][CH2:31][C@@H:30]2C)[C:18]2[CH2:23][N:22]([C:24]([O:26][CH2:27]C)=[O:25])[CH2:21][C:19]=2[N:20]=1.ClC1N=C(N2CCOCC2)C2CN(C(OC)=O)CC=2N=1. (2) The reactants are [NH2:1][C@@H:2]1[CH2:11][C:10]2[C:5](=[C:6]([S:14]([NH:17][C:18]3[CH:23]=[C:22]([Cl:24])[CH:21]=[CH:20][C:19]=3[O:25][CH3:26])(=[O:16])=[O:15])[CH:7]=[CH:8][C:9]=2[O:12][CH3:13])[O:4][CH2:3]1.Br[CH2:28][CH2:29][CH2:30][CH2:31]Br.C(=O)(O)[O-].[Na+].[I-].[K+]. The catalyst is C1(C)C=CC=CC=1. The product is [Cl:24][C:22]1[CH:21]=[CH:20][C:19]([O:25][CH3:26])=[C:18]([NH:17][S:14]([C:6]2[CH:7]=[CH:8][C:9]([O:12][CH3:13])=[C:10]3[C:5]=2[O:4][CH2:3][C@H:2]([N:1]2[CH2:31][CH2:30][CH2:29][CH2:28]2)[CH2:11]3)(=[O:15])=[O:16])[CH:23]=1. The yield is 0.360.